From a dataset of Forward reaction prediction with 1.9M reactions from USPTO patents (1976-2016). Predict the product of the given reaction. (1) The product is: [CH:29]1([N:20]2[CH2:21][C:22]([F:28])([F:27])[C:23](=[O:26])[N:24]([CH3:25])[C:18]3[CH:17]=[N:16][C:15]([NH:14][C:9]4[C:10]([O:12][CH3:13])=[CH:11][C:6]([C:5]([OH:36])=[O:4])=[C:7]([F:35])[CH:8]=4)=[N:34][C:19]2=3)[CH2:30][CH2:31][CH2:32][CH2:33]1. Given the reactants [OH-].[Na+].C[O:4][C:5](=[O:36])[C:6]1[CH:11]=[C:10]([O:12][CH3:13])[C:9]([NH:14][C:15]2[N:16]=[CH:17][C:18]3[N:24]([CH3:25])[C:23](=[O:26])[C:22]([F:28])([F:27])[CH2:21][N:20]([CH:29]4[CH2:33][CH2:32][CH2:31][CH2:30]4)[C:19]=3[N:34]=2)=[CH:8][C:7]=1[F:35], predict the reaction product. (2) Given the reactants [C:1]([O:5][C:6]([N:8]1[CH2:13][CH2:12][CH2:11][C:10]([C:21](OCC)=[O:22])([CH2:14][C:15]2[CH:20]=[CH:19][CH:18]=[CH:17][CH:16]=2)[CH2:9]1)=[O:7])([CH3:4])([CH3:3])[CH3:2].[H-].C([Al+]CC(C)C)C(C)C, predict the reaction product. The product is: [C:1]([O:5][C:6]([N:8]1[CH2:13][CH2:12][CH2:11][C:10]([CH2:21][OH:22])([CH2:14][C:15]2[CH:16]=[CH:17][CH:18]=[CH:19][CH:20]=2)[CH2:9]1)=[O:7])([CH3:3])([CH3:4])[CH3:2].